Dataset: Forward reaction prediction with 1.9M reactions from USPTO patents (1976-2016). Task: Predict the product of the given reaction. (1) Given the reactants [Cl:1][C:2]1[CH:3]=[C:4]([C@@H:8]2[C@@H:13]([C:14]3[CH:19]=[CH:18][C:17]([Cl:20])=[CH:16][CH:15]=3)[N:12]([CH:21]([CH2:24][CH3:25])[CH2:22][CH3:23])[C:11](=[O:26])[C@:10]([CH2:28][CH:29]([OH:32])[CH2:30][OH:31])([CH3:27])[CH2:9]2)[CH:5]=[CH:6][CH:7]=1.CC1(C)N([O])C(C)(C)CCC1.Cl([O-])=[O:45].[Na+], predict the reaction product. The product is: [Cl:1][C:2]1[CH:3]=[C:4]([C@@H:8]2[C@@H:13]([C:14]3[CH:19]=[CH:18][C:17]([Cl:20])=[CH:16][CH:15]=3)[N:12]([CH:21]([CH2:22][CH3:23])[CH2:24][CH3:25])[C:11](=[O:26])[C@:10]([CH2:28][CH:29]([OH:32])[C:30]([OH:45])=[O:31])([CH3:27])[CH2:9]2)[CH:5]=[CH:6][CH:7]=1. (2) Given the reactants Cl[C:2]1[CH:17]=[C:16]([CH:18]([CH3:20])[CH3:19])[C:5]([C:6]([NH:8][CH2:9][CH:10]2[CH2:15][CH2:14][O:13][CH2:12][CH2:11]2)=[O:7])=[CH:4][N:3]=1.[F:21][C:22]1[CH:23]=[C:24]([CH:26]=[CH:27][C:28]=1[F:29])[NH2:25].CS(O)(=O)=O, predict the reaction product. The product is: [F:21][C:22]1[CH:23]=[C:24]([NH:25][C:2]2[CH:17]=[C:16]([CH:18]([CH3:20])[CH3:19])[C:5]([C:6]([NH:8][CH2:9][CH:10]3[CH2:15][CH2:14][O:13][CH2:12][CH2:11]3)=[O:7])=[CH:4][N:3]=2)[CH:26]=[CH:27][C:28]=1[F:29]. (3) Given the reactants [Cl:1][C:2]1[CH:3]=[C:4]([CH:9]=[C:10]([O:14][C:15]([F:18])([F:17])[F:16])[C:11]=1[O:12][CH3:13])[C:5]([O:7]C)=[O:6].O.[OH-].[Li+], predict the reaction product. The product is: [Cl:1][C:2]1[CH:3]=[C:4]([CH:9]=[C:10]([O:14][C:15]([F:16])([F:17])[F:18])[C:11]=1[O:12][CH3:13])[C:5]([OH:7])=[O:6]. (4) The product is: [C:1]([N:30]1[CH:29]([C:27](=[O:28])[C:26](=[O:35])[C:25]([CH3:38])([CH3:24])[CH2:36][CH3:37])[CH2:34][CH2:33][CH2:32][NH:31]1)(=[O:7])[CH2:2][CH2:3][CH2:4][C:5]#[CH:6]. Given the reactants [C:1](O)(=[O:7])[CH2:2][CH2:3][CH2:4][C:5]#[CH:6].C(N(CC)CC)C.ClC(OCC(C)C)=O.[CH3:24][C:25]([CH3:38])([CH2:36][CH3:37])[C:26](=[O:35])[C:27]([CH:29]1[CH2:34][CH2:33][CH2:32][NH:31][NH:30]1)=[O:28], predict the reaction product. (5) Given the reactants [CH3:1][C:2]1[CH:7]=[CH:6][N:5]=[C:4]([S:8][CH3:9])[N:3]=1.[Li+].CC([N-]C(C)C)C.CON(C)[C:21](=[O:32])[C:22]1[CH:27]=[CH:26][CH:25]=[C:24]([C:28]([F:31])([F:30])[F:29])[CH:23]=1.C(=O)(O)[O-].[Na+], predict the reaction product. The product is: [CH3:9][S:8][C:4]1[N:3]=[C:2]([CH2:1][C:21]([C:22]2[CH:27]=[CH:26][CH:25]=[C:24]([C:28]([F:29])([F:30])[F:31])[CH:23]=2)=[O:32])[CH:7]=[CH:6][N:5]=1. (6) The product is: [CH2:21]([C:25]1[CH:26]=[C:27]2[C:32](=[C:33]([O:14][CH:11]3[CH2:10][CH2:9][NH:8][CH2:13][CH2:12]3)[CH:34]=1)[N:31]=[CH:30][CH:29]=[CH:28]2)[CH2:22][CH2:23][CH3:24]. Given the reactants C([N:8]1[CH2:13][CH2:12][CH:11]([OH:14])[CH2:10][CH2:9]1)(OC(C)(C)C)=O.CC(C)([O-])C.[Na+].[CH2:21]([C:25]1[CH:26]=[C:27]2[C:32](=[C:33](F)[CH:34]=1)[N:31]=[CH:30][CH:29]=[CH:28]2)[CH2:22][CH2:23][CH3:24].[Na].C(N1CCC(O)CC1)(OC(C)(C)C)=O.[Cl-].[NH4+].Cl.C(O)(C)C, predict the reaction product. (7) Given the reactants Br[C:2]1[N:3]=[C:4]2[CH:9]=[CH:8][C:7]([NH:10][C@H:11]3[CH2:16][CH2:15][C@H:14]([O:17][CH2:18][CH3:19])[CH2:13][CH2:12]3)=[N:6][N:5]2[C:20]=1[C:21]1[CH:26]=[CH:25][N:24]=[CH:23][CH:22]=1.[CH3:27][N:28]1CCN(C)C1=O, predict the reaction product. The product is: [CH2:18]([O:17][C@H:14]1[CH2:15][CH2:16][C@H:11]([NH:10][C:7]2[CH:8]=[CH:9][C:4]3[N:5]([C:20]([C:21]4[CH:26]=[CH:25][N:24]=[CH:23][CH:22]=4)=[C:2]([C:27]#[N:28])[N:3]=3)[N:6]=2)[CH2:12][CH2:13]1)[CH3:19]. (8) Given the reactants [C:1]([C:3]1[CH:8]=[CH:7][C:6]([NH:9][C:10]2[CH:11]=[C:12]([CH:18]=[CH:19][CH:20]=2)[C:13]([O:15][CH2:16][CH3:17])=[O:14])=[C:5]([N+:21]([O-])=O)[CH:4]=1)#[N:2], predict the reaction product. The product is: [NH2:21][C:5]1[CH:4]=[C:3]([C:1]#[N:2])[CH:8]=[CH:7][C:6]=1[NH:9][C:10]1[CH:11]=[C:12]([CH:18]=[CH:19][CH:20]=1)[C:13]([O:15][CH2:16][CH3:17])=[O:14]. (9) Given the reactants I[C:2]1[CH:7]=[CH:6][N:5]=[CH:4][CH:3]=1.[Li]CCCC.CCCCCC.[F:19][C:20]1[CH:25]=[CH:24][C:23]([C:26]2[S:30][C:29]([C:31](=[O:34])[CH2:32][CH3:33])=[N:28][N:27]=2)=[CH:22][CH:21]=1, predict the reaction product. The product is: [F:19][C:20]1[CH:21]=[CH:22][C:23]([C:26]2[S:30][C:29]([C:31]([C:2]3[CH:7]=[CH:6][N:5]=[CH:4][CH:3]=3)([OH:34])[CH2:32][CH3:33])=[N:28][N:27]=2)=[CH:24][CH:25]=1. (10) Given the reactants [OH-].[Na+].C[O:4][C:5](=[O:40])[CH2:6][C:7]1[CH:8]=[N:9][CH:10]=[C:11]([C:13]2[CH:18]=[CH:17][C:16]([C:19]([CH2:38][CH3:39])([C:22]3[CH:27]=[CH:26][C:25]([CH2:28][CH2:29][C:30]4([OH:36])[CH2:35][CH2:34][CH2:33][CH2:32][CH2:31]4)=[C:24]([CH3:37])[CH:23]=3)[CH2:20][CH3:21])=[CH:15][CH:14]=2)[CH:12]=1.[Cl-].[NH4+], predict the reaction product. The product is: [CH2:20]([C:19]([C:16]1[CH:15]=[CH:14][C:13]([C:11]2[CH:12]=[C:7]([CH2:6][C:5]([OH:40])=[O:4])[CH:8]=[N:9][CH:10]=2)=[CH:18][CH:17]=1)([C:22]1[CH:27]=[CH:26][C:25]([CH2:28][CH2:29][C:30]2([OH:36])[CH2:31][CH2:32][CH2:33][CH2:34][CH2:35]2)=[C:24]([CH3:37])[CH:23]=1)[CH2:38][CH3:39])[CH3:21].